From a dataset of Peptide-MHC class I binding affinity with 185,985 pairs from IEDB/IMGT. Regression. Given a peptide amino acid sequence and an MHC pseudo amino acid sequence, predict their binding affinity value. This is MHC class I binding data. (1) The peptide sequence is ERYFRIHSL. The MHC is HLA-B35:01 with pseudo-sequence HLA-B35:01. The binding affinity (normalized) is 0. (2) The peptide sequence is DSVKSILKWH. The MHC is HLA-A68:01 with pseudo-sequence HLA-A68:01. The binding affinity (normalized) is 0. (3) The peptide sequence is NLFEKFFPS. The MHC is HLA-A68:02 with pseudo-sequence HLA-A68:02. The binding affinity (normalized) is 0.679. (4) The binding affinity (normalized) is 0.0847. The peptide sequence is NPNSPSITY. The MHC is HLA-B27:05 with pseudo-sequence HLA-B27:05. (5) The peptide sequence is TIANSNIIK. The MHC is HLA-A11:01 with pseudo-sequence HLA-A11:01. The binding affinity (normalized) is 0.667. (6) The peptide sequence is LLYAAEMVEY. The MHC is HLA-A33:01 with pseudo-sequence HLA-A33:01. The binding affinity (normalized) is 0.0989. (7) The peptide sequence is YAQMWSLMYF. The MHC is HLA-B35:01 with pseudo-sequence HLA-B35:01. The binding affinity (normalized) is 0.522.